This data is from Catalyst prediction with 721,799 reactions and 888 catalyst types from USPTO. The task is: Predict which catalyst facilitates the given reaction. (1) Reactant: C[O:2][C:3](=O)[CH2:4][C:5]([CH3:7])=[O:6].[H-].[Na+].[Li]CCCC.[CH:16]1([C:21](=[O:34])[CH2:22][CH2:23][C:24]2[CH:29]=[CH:28][C:27]([O:30][CH3:31])=[CH:26][C:25]=2[O:32][CH3:33])[CH2:20][CH2:19][CH2:18][CH2:17]1. Product: [CH:16]1([C:21]2([CH2:22][CH2:23][C:24]3[CH:29]=[CH:28][C:27]([O:30][CH3:31])=[CH:26][C:25]=3[O:32][CH3:33])[O:34][C:3](=[O:2])[CH2:4][C:5](=[O:6])[CH2:7]2)[CH2:20][CH2:19][CH2:18][CH2:17]1. The catalyst class is: 1. (2) Reactant: Cl.[OH:2][C@H:3]1[CH2:7][N:6]([C:8](=[O:15])[C@@H:9]([NH:13][CH3:14])[CH:10]([CH3:12])[CH3:11])[C@H:5]([C:16]([NH:18][CH2:19][C:20]2[CH:25]=[CH:24][C:23]([C:26]3[S:30][CH:29]=[N:28][C:27]=3[CH3:31])=[CH:22][CH:21]=2)=[O:17])[CH2:4]1.[CH3:32][O:33][CH2:34][C:35]([OH:37])=O.CCN(C(C)C)C(C)C.CN(C(ON1N=NC2C=CC=NC1=2)=[N+](C)C)C.F[P-](F)(F)(F)(F)F. Product: [OH:2][C@H:3]1[CH2:7][N:6]([C:8](=[O:15])[C@@H:9]([N:13]([CH3:14])[C:35](=[O:37])[CH2:34][O:33][CH3:32])[CH:10]([CH3:12])[CH3:11])[C@H:5]([C:16]([NH:18][CH2:19][C:20]2[CH:25]=[CH:24][C:23]([C:26]3[S:30][CH:29]=[N:28][C:27]=3[CH3:31])=[CH:22][CH:21]=2)=[O:17])[CH2:4]1. The catalyst class is: 3. (3) Reactant: [CH3:1][C:2]1[CH:3]=[CH:4][C:5]([S:8]([NH:11]Cl)(=[O:10])=[O:9])=[CH:6][CH:7]=1.[CH2:13]([C:15]([CH2:17][CH3:18])=[CH2:16])[CH3:14].[Br-].[Br-].[Br-].C1([N+](C)(C)C)C=CC=CC=1.C1([N+](C)(C)C)C=CC=CC=1.C1([N+](C)(C)C)C=CC=CC=1. Product: [CH2:13]([C:15]1([CH2:17][CH3:18])[CH2:16][N:11]1[S:8]([C:5]1[CH:4]=[CH:3][C:2]([CH3:1])=[CH:7][CH:6]=1)(=[O:10])=[O:9])[CH3:14]. The catalyst class is: 10. (4) Reactant: [CH:1]1([C:4]([N:6]2[CH2:11][CH2:10][N:9]([C:12]3[N:17]=[CH:16][C:15]([C:18]4[NH:19][C:20](=[O:36])[C:21]5[C:26]([CH:27]=4)=[C:25](OS(C(F)(F)F)(=O)=O)[CH:24]=[CH:23][CH:22]=5)=[CH:14][N:13]=3)[CH2:8][CH2:7]2)=[O:5])[CH2:3][CH2:2]1.[CH3:37][N:38](C=O)C. Product: [CH:1]1([C:4]([N:6]2[CH2:7][CH2:8][N:9]([C:12]3[N:17]=[CH:16][C:15]([C:18]4[NH:19][C:20](=[O:36])[C:21]5[CH:22]=[CH:23][CH:24]=[C:25]([C:37]#[N:38])[C:26]=5[CH:27]=4)=[CH:14][N:13]=3)[CH2:10][CH2:11]2)=[O:5])[CH2:3][CH2:2]1. The catalyst class is: 267. (5) Reactant: Cl.[CH:2]([C:5]1[CH:10]=[CH:9][C:8]([CH:11]2[C:15]3([CH2:20][CH2:19][NH:18][CH2:17][CH2:16]3)[O:14][C:13]3[C:21]([CH3:27])=[C:22]([CH3:26])[CH:23]=[C:24]([CH3:25])[C:12]2=3)=[CH:7][CH:6]=1)([CH3:4])[CH3:3].C=O.[C:30]([BH3-])#N.[Na+]. Product: [CH:2]([C:5]1[CH:10]=[CH:9][C:8]([CH:11]2[C:15]3([CH2:16][CH2:17][N:18]([CH3:30])[CH2:19][CH2:20]3)[O:14][C:13]3[C:21]([CH3:27])=[C:22]([CH3:26])[CH:23]=[C:24]([CH3:25])[C:12]2=3)=[CH:7][CH:6]=1)([CH3:4])[CH3:3]. The catalyst class is: 10. (6) Reactant: [C:1]1([CH2:7][C:8]([OH:10])=O)[CH:6]=[CH:5][CH:4]=[CH:3][CH:2]=1.C(Cl)CCl.C1C=CC2N(O)N=NC=2C=1.CN1CCOCC1.[NH2:32][C:33]1[N:38]=[C:37]([C:39]2[CH:46]=[CH:45][C:42]([C:43]#[N:44])=[C:41]([F:47])[CH:40]=2)[CH:36]=[C:35]([N:48]2[CH2:53][C@@H:52]([NH2:54])[CH2:51][CH2:50][C@H:49]2[CH3:55])[N:34]=1. Product: [NH2:32][C:33]1[N:34]=[C:35]([N:48]2[C@H:49]([CH3:55])[CH2:50][CH2:51][C@H:52]([NH:54][C:8](=[O:10])[CH2:7][C:1]3[CH:2]=[CH:3][CH:4]=[CH:5][CH:6]=3)[CH2:53]2)[CH:36]=[C:37]([C:39]2[CH:46]=[CH:45][C:42]([C:43]#[N:44])=[C:41]([F:47])[CH:40]=2)[N:38]=1. The catalyst class is: 18.